This data is from Forward reaction prediction with 1.9M reactions from USPTO patents (1976-2016). The task is: Predict the product of the given reaction. (1) Given the reactants [C:1]([C:3]1[CH:12]=[CH:11][C:10]2[C:5](=[CH:6][CH:7]=[C:8]([CH2:13][C:14]3[CH:15]=[C:16]([CH:22]=[CH:23][N:24]=3)[C:17]([O:19]CC)=[O:18])[CH:9]=2)[N:4]=1)#[N:2].O.[OH-].[Li+].Cl.C(Cl)Cl, predict the reaction product. The product is: [C:1]([C:3]1[CH:12]=[CH:11][C:10]2[C:5](=[CH:6][CH:7]=[C:8]([CH2:13][C:14]3[CH:15]=[C:16]([CH:22]=[CH:23][N:24]=3)[C:17]([OH:19])=[O:18])[CH:9]=2)[N:4]=1)#[N:2]. (2) Given the reactants [F:1][C:2]([F:19])([F:18])[CH:3]1[C:12]2[C:7](=[CH:8][CH:9]=[CH:10][CH:11]=2)[N:6]([CH:13]([CH3:17])[C:14]([NH2:16])=O)[CH2:5][CH2:4]1.CSC.B, predict the reaction product. The product is: [F:18][C:2]([F:1])([F:19])[CH:3]1[C:12]2[C:7](=[CH:8][CH:9]=[CH:10][CH:11]=2)[N:6]([CH:13]([CH3:17])[CH2:14][NH2:16])[CH2:5][CH2:4]1. (3) Given the reactants CC[O:3][C:4]([C:6]1([CH3:14])[NH:10][CH:9]([C:11]([OH:13])=[O:12])[CH2:8][S:7]1)=[O:5].N[CH:16]([C:19](O)=[O:20])CS, predict the reaction product. The product is: [C:19]([N:10]1[CH:9]([C:11]([OH:13])=[O:12])[CH2:8][S:7][C:6]1([CH3:14])[C:4]([OH:3])=[O:5])(=[O:20])[CH3:16]. (4) Given the reactants [Cl:1][C:2]1[CH:3]=[CH:4][C:5]([O:10][CH2:11][C:12]2[O:16][N:15]=[C:14]([CH3:17])[CH:13]=2)=[C:6]([CH:9]=1)[CH2:7][NH2:8].C(N(CC)CC)C.[C:25]([O:29][C:30](=[O:52])[N:31]([C:49](=[O:51])[CH3:50])[C@H:32]1[CH2:36][C@@H:35]([N:37]2[CH:45]=[N:44][C:43]3[C:38]2=[N:39][CH:40]=[N:41][C:42]=3Cl)[C@H:34]([OH:47])[C@@H:33]1[OH:48])([CH3:28])([CH3:27])[CH3:26], predict the reaction product. The product is: [C:25]([O:29][C:30](=[O:52])[N:31]([C:49](=[O:51])[CH3:50])[C@H:32]1[CH2:36][C@@H:35]([N:37]2[CH:45]=[N:44][C:43]3[C:38]2=[N:39][CH:40]=[N:41][C:42]=3[NH:8][CH2:7][C:6]2[CH:9]=[C:2]([Cl:1])[CH:3]=[CH:4][C:5]=2[O:10][CH2:11][C:12]2[O:16][N:15]=[C:14]([CH3:17])[CH:13]=2)[C@H:34]([OH:47])[C@@H:33]1[OH:48])([CH3:28])([CH3:26])[CH3:27]. (5) Given the reactants C([O:3][P:4]([C:9]1[CH:14]=[C:13]([CH2:15][C:16]2[CH:21]=[CH:20][C:19]([CH2:22][CH3:23])=[CH:18][CH:17]=2)[C:12]([O:24][CH3:25])=[CH:11][C:10]=1[O:26][CH3:27])(=[O:8])[O:5]CC)C.Br[Si](C)(C)C.CO, predict the reaction product. The product is: [CH3:27][O:26][C:10]1[CH:11]=[C:12]([O:24][CH3:25])[C:13]([CH2:15][C:16]2[CH:17]=[CH:18][C:19]([CH2:22][CH3:23])=[CH:20][CH:21]=2)=[CH:14][C:9]=1[P:4](=[O:3])([OH:8])[OH:5]. (6) Given the reactants Br[C:2]1[CH:3]=[C:4]2[C:9](=[CH:10][C:11]=1[O:12][CH:13]1[CH2:18][CH2:17][N:16]([C:19]([O:21][C:22]([CH3:25])([CH3:24])[CH3:23])=[O:20])[CH2:15][CH2:14]1)[N:8]=[C:7]([NH:26][C:27]1[CH:32]=[CH:31][CH:30]=[C:29]([C:33]3[O:37][CH:36]=[N:35][CH:34]=3)[CH:28]=1)[N:6]=[CH:5]2.[CH2:38]([OH:41])[C:39]#[CH:40], predict the reaction product. The product is: [OH:41][CH2:38][C:39]#[C:40][C:2]1[CH:3]=[C:4]2[C:9](=[CH:10][C:11]=1[O:12][CH:13]1[CH2:14][CH2:15][N:16]([C:19]([O:21][C:22]([CH3:24])([CH3:25])[CH3:23])=[O:20])[CH2:17][CH2:18]1)[N:8]=[C:7]([NH:26][C:27]1[CH:32]=[CH:31][CH:30]=[C:29]([C:33]3[O:37][CH:36]=[N:35][CH:34]=3)[CH:28]=1)[N:6]=[CH:5]2. (7) Given the reactants [SH:1][CH2:2][C:3]([O:5]C)=[O:4].[Cl:7][C:8]1[C:9]([F:33])=[N:10][C:11](NCC(OC)=O)=[C:12]([Cl:26])[C:13]=1[O:14][C:15]1[CH:20]=[CH:19][C:18]([O:21]C)=[C:17]([CH:23]([CH3:25])[CH3:24])[CH:16]=1, predict the reaction product. The product is: [Cl:7][C:8]1[C:9]([F:33])=[N:10][C:11]([S:1][CH2:2][C:3]([OH:5])=[O:4])=[C:12]([Cl:26])[C:13]=1[O:14][C:15]1[CH:20]=[CH:19][C:18]([OH:21])=[C:17]([CH:23]([CH3:25])[CH3:24])[CH:16]=1.